From a dataset of Peptide-MHC class I binding affinity with 185,985 pairs from IEDB/IMGT. Regression. Given a peptide amino acid sequence and an MHC pseudo amino acid sequence, predict their binding affinity value. This is MHC class I binding data. (1) The MHC is HLA-B15:17 with pseudo-sequence HLA-B15:17. The binding affinity (normalized) is 0.943. The peptide sequence is KVRGRLLAL. (2) The peptide sequence is ERLKIRASL. The MHC is HLA-B40:01 with pseudo-sequence HLA-B40:01. The binding affinity (normalized) is 0.